From a dataset of Peptide-MHC class I binding affinity with 185,985 pairs from IEDB/IMGT. Regression. Given a peptide amino acid sequence and an MHC pseudo amino acid sequence, predict their binding affinity value. This is MHC class I binding data. (1) The peptide sequence is PAPPSAAIA. The MHC is Mamu-A01 with pseudo-sequence Mamu-A01. The binding affinity (normalized) is 0.477. (2) The binding affinity (normalized) is 0.387. The MHC is HLA-B15:17 with pseudo-sequence HLA-B15:17. The peptide sequence is FVHSGFIYF. (3) The peptide sequence is CTPLPAPNY. The MHC is Mamu-A01 with pseudo-sequence Mamu-A01. The binding affinity (normalized) is 0.673.